From a dataset of Reaction yield outcomes from USPTO patents with 853,638 reactions. Predict the reaction yield, written as a fraction of the theoretical maximum amount of product (1.0 means a 100% yield; for example, 0.34 means a 34% yield). The reactants are [CH3:1][C:2]1([CH3:15])[C:14]2[CH:13]=[CH:12][CH:11]=[CH:10][C:9]=2[C:8]2[C:3]1=[CH:4][CH:5]=[CH:6][CH:7]=2.Br[C:17]([CH3:22])([CH3:21])[C:18](Br)=[O:19].[Cl-].[Cl-].[Cl-].[Al+3]. The catalyst is C(=S)=S. The product is [CH3:21][CH:17]1[C:18](=[O:19])[C:5]2=[CH:4][C:3]3[C:2]([CH3:15])([CH3:1])[C:14]4[C:9]([C:8]=3[CH:7]=[C:6]2[CH2:22]1)=[CH:10][CH:11]=[CH:12][CH:13]=4. The yield is 0.948.